Dataset: Catalyst prediction with 721,799 reactions and 888 catalyst types from USPTO. Task: Predict which catalyst facilitates the given reaction. Reactant: C([O:3][C:4](=[O:32])[CH:5](CC)[CH2:6][CH2:7][N:8]1[C:27](=[S:28])[N:11]2[C:12]3[CH:13]=[C:14]([C:18]4[CH:23]=[CH:22][C:21]([N+:24]([O-:26])=[O:25])=[CH:20][CH:19]=4)[O:15][C:16]=3[CH:17]=[C:10]2[C:9]1=[O:29])C.O. Product: [N+:24]([C:21]1[CH:22]=[CH:23][C:18]([C:14]2[O:15][C:16]3[CH:17]=[C:10]4[C:9](=[O:29])[N:8]([CH2:7][CH2:6][CH2:5][C:4]([OH:32])=[O:3])[C:27](=[S:28])[N:11]4[C:12]=3[CH:13]=2)=[CH:19][CH:20]=1)([O-:26])=[O:25]. The catalyst class is: 55.